This data is from Drug-target binding data from BindingDB using Ki measurements. The task is: Regression. Given a target protein amino acid sequence and a drug SMILES string, predict the binding affinity score between them. We predict pKi (pKi = -log10(Ki in M); higher means stronger inhibition). Dataset: bindingdb_ki. (1) The compound is O=C1CC(c2ccc(O)c(O)c2)Oc2c1c(O)cc(O)c2[C@@H]1C(=O)c2c(O)cc(O)cc2O[C@H]1c1ccc(O)cc1. The target protein (P20151) has sequence MWDLVLSIALSVGCTGAVPLIQSRIVGGWECEKHSQPWQVAVYSHGWAHCGGVLVHPQWVLTAAHCLKKNSQVWLGRHNLFEPEDTGQRVPVSHSFPHPLYNMSLLKHQSLRPDEDSSHDLMLLRLSEPAKITDVVKVLGLPTQEPALGTTCYASGWGSIEPEEFLRPRSLQCVSLHLLSNDMCARAYSEKVTEFMLCAGLWTGGKDTCGGDSGGPLVCNGVLQGITSWGPEPCALPEKPAVYTKVVHYRKWIKDTIAANP. The pKi is 5.8. (2) The compound is COc1ccc2c(O[C@H]3C[C@H]4C(=O)NCCCCC/C=C\[C@@H]5C[C@@]5(C(=O)O)NC(=O)[C@@H]4C3)cc(-c3nc(C(C)C)cs3)nc2c1C. The target protein sequence is APXTAYAQQTRGLLGCIXTSLTGRDKNQVEGEVQIVSTAAQTFLATCINGVCWTVYHGAGTRTIASPKGPVIQMYTNVDKDLVGWPAPQGARSLTPCXCGSSDLYLVTRHADVIPVRRRGDXRGSLLSPRPISYLKGSSGGPLLCPAGHAVGIFRAAVCTRGVAKAVDFIPVESLETTMRSPVFTDNSSPPAVPQSFQVAHLHAPTGSGKSTRVPAAYAAQGYKVLVLNPSVAATLGFGAYMSKAHGVDPNVRTGVRTITTGSPITYSTYGKFLADGGCSGGAYDIIICDECHSTDATSILGIGTVLDQAETAGARLVVLATATPPGSVTVXHPNIEEVALSTTGEIPFYGKAIPLEXIKGGRHLIFCHSKKKCDELAAKLXXLGINAVAYYRGLDVSVIPTSGDVVVVATDALMTGFTGDFDSVIDCNTCVTQTVDFSLDPTFTLETTTLPQDAVXRTQRRGRTGRGRPGIYRFVTPGERPSGMFDSSVLCECYDAGCA.... The pKi is 6.0. (3) The drug is Cn1c(=O)c2[nH]c(C3CCCC3)nc2n(C)c1=O. The target protein (P58825) has sequence VHRCLGVLRPLHSLRWGRARYARRVAAVVWVLVLACQAPVLYFVTTSVRGTRITCHDTSARELFSHFVAYSSVMLSLLFAVPFSVILVCYVLMARRLLKPAYGTTGGLPRAKRKSVRTIALVLAVFTLCFLPFHVTRTLYYSFRSLDLSCHTLNAINMAYKITRPL. The pKi is 8.4. (4) The compound is CN(C(=O)Cc1ccccc1)[C@H]1CC[C@@]2(CCCO2)C[C@@H]1N1CCCC1. The target protein sequence is MDSPIQIFRGEPGPTCAPSACLPPNSSAWFPGWAEPDSNGSAGSEDAQLEPAHISPAIPVIITAVYSVVFVVGLVGNSLVMFVIIRYTKMKTATNIYIFNLALADALVTTTMPFQSTVYLMNSWPFGDVLCKIVISIDYYNMFTSIFTLTMMSVDRYIAVCHPVKALDFRTPLKAKIINICIWLLSSSVGISAIVLGGTKVREDVDVIECSLQFPDDDYSWWDLFMKICVFIFAFVIPVLIIIVCYTLMILRLKSVRLLSGSREKDRNLRRITRLVLVVVAVFVVCWTPIHIFILVEALGSTSHSTAALSSYYFCIALGATNSSLNPILYAFLDENFKRCFRDFCFPLKMRMERQSTSRVRNTVQDPAYLRDIDGMNKPV. The pKi is 6.5.